From a dataset of Full USPTO retrosynthesis dataset with 1.9M reactions from patents (1976-2016). Predict the reactants needed to synthesize the given product. (1) Given the product [OH:3][C:4]1[CH:13]=[C:12]2[C:7]([CH:8]=[CH:9][CH:10]=[C:11]2[CH2:14][C:15]([OH:17])=[O:16])=[CH:6][CH:5]=1, predict the reactants needed to synthesize it. The reactants are: Br.C[O:3][C:4]1[CH:13]=[C:12]2[C:7]([CH:8]=[CH:9][CH:10]=[C:11]2[CH2:14][C:15]([OH:17])=[O:16])=[CH:6][CH:5]=1. (2) Given the product [CH3:44][C:3]([CH3:43])([O:4][C:5]1[CH:10]=[CH:9][C:8]([N:11]2[C:16](=[O:17])[C:15]([CH2:18][C:19]3[CH:20]=[CH:21][C:22]([C:25]4[CH:30]=[CH:29][CH:28]=[CH:27][C:26]=4[C:31]4[NH:35][C:34](=[O:36])[O:33][N:32]=4)=[CH:23][CH:24]=3)=[C:14]([CH2:37][CH2:38][CH3:39])[N:13]3[N:40]=[CH:41][N:42]=[C:12]23)=[CH:7][CH:6]=1)[C:2](=[O:1])[CH3:45], predict the reactants needed to synthesize it. The reactants are: [OH:1][CH:2]([CH3:45])[C:3]([CH3:44])([CH3:43])[O:4][C:5]1[CH:10]=[CH:9][C:8]([N:11]2[C:16](=[O:17])[C:15]([CH2:18][C:19]3[CH:24]=[CH:23][C:22]([C:25]4[CH:30]=[CH:29][CH:28]=[CH:27][C:26]=4[C:31]4[NH:35][C:34](=[O:36])[O:33][N:32]=4)=[CH:21][CH:20]=3)=[C:14]([CH2:37][CH2:38][CH3:39])[N:13]3[N:40]=[CH:41][N:42]=[C:12]23)=[CH:7][CH:6]=1.CC(OI1(OC(C)=O)(OC(C)=O)OC(=O)C2C1=CC=CC=2)=O.C(OCC)(=O)C.S([O-])([O-])(=O)=S.[Na+].[Na+]. (3) Given the product [C:43]([O:9][C@@H:8]([C:10]1[N:11]([CH3:29])[C:12](=[O:28])[C:13]2[C:18]([C:19]=1[C:20]1[CH:25]=[CH:24][C:23]([CH3:26])=[C:22]([CH3:27])[CH:21]=1)=[CH:17][CH:16]=[CH:15][CH:14]=2)[CH2:7][OH:6])([CH3:45])([CH3:44])[CH3:42], predict the reactants needed to synthesize it. The reactants are: CC([Si](C1C=CC=CC=1)(C1C=CC=CC=1)[O:6][CH2:7][C@H:8]([C:10]1[N:11]([CH3:29])[C:12](=[O:28])[C:13]2[C:18]([C:19]=1[C:20]1[CH:25]=[CH:24][C:23]([CH3:26])=[C:22]([CH3:27])[CH:21]=1)=[CH:17][CH:16]=[CH:15][CH:14]=2)[OH:9])(C)C.[CH3:42][C:43](=[CH2:45])[CH3:44].CCCC[N+](CCCC)(CCCC)CCCC.[F-].O1CCCC1. (4) Given the product [C:1]([C:5]1[CH:6]=[C:7]([O:13][S:21]([C:24]([F:27])([F:26])[F:25])(=[O:23])=[O:22])[CH:8]=[C:9]([O:11][CH3:12])[CH:10]=1)([CH3:4])([CH3:2])[CH3:3], predict the reactants needed to synthesize it. The reactants are: [C:1]([C:5]1[CH:6]=[C:7]([OH:13])[CH:8]=[C:9]([O:11][CH3:12])[CH:10]=1)([CH3:4])([CH3:3])[CH3:2].CCN(CC)CC.[S:21](O[S:21]([C:24]([F:27])([F:26])[F:25])(=[O:23])=[O:22])([C:24]([F:27])([F:26])[F:25])(=[O:23])=[O:22].